This data is from Peptide-MHC class I binding affinity with 185,985 pairs from IEDB/IMGT. The task is: Regression. Given a peptide amino acid sequence and an MHC pseudo amino acid sequence, predict their binding affinity value. This is MHC class I binding data. (1) The peptide sequence is ETALMVIGM. The MHC is HLA-A68:02 with pseudo-sequence HLA-A68:02. The binding affinity (normalized) is 0.783. (2) The peptide sequence is VFRTSTPKVV. The MHC is HLA-A23:01 with pseudo-sequence HLA-A23:01. The binding affinity (normalized) is 0.